Dataset: Reaction yield outcomes from USPTO patents with 853,638 reactions. Task: Predict the reaction yield, written as a fraction of the theoretical maximum amount of product (1.0 means a 100% yield; for example, 0.34 means a 34% yield). (1) The reactants are [CH3:1][O:2][C:3](=[O:27])[CH:4]([C:9]1[CH:10]=[C:11]([C:16]2[CH:21]=[CH:20][C:19]([Cl:22])=[C:18]([C:23]([F:26])([F:25])[F:24])[CH:17]=2)[CH:12]=[C:13]([OH:15])[CH:14]=1)[CH2:5][CH:6]([CH3:8])[CH3:7].[F:28][C:29]([F:40])([F:39])[C:30]1[CH:31]=[C:32](B(O)O)[CH:33]=[CH:34][CH:35]=1. No catalyst specified. The product is [CH3:1][O:2][C:3](=[O:27])[CH:4]([C:9]1[CH:10]=[C:11]([C:16]2[CH:21]=[CH:20][C:19]([Cl:22])=[C:18]([C:23]([F:26])([F:24])[F:25])[CH:17]=2)[CH:12]=[C:13]([O:15][C:34]2[CH:33]=[CH:32][CH:31]=[C:30]([C:29]([F:40])([F:39])[F:28])[CH:35]=2)[CH:14]=1)[CH2:5][CH:6]([CH3:8])[CH3:7]. The yield is 0.710. (2) The reactants are [CH2:1](Br)[CH:2]=[CH2:3].[N+:5]([C:8]1[CH:13]=[CH:12][C:11]([OH:14])=[CH:10][CH:9]=1)([O-:7])=[O:6].C([O-])([O-])=O.[K+].[K+]. The catalyst is CC#N. The product is [CH2:1]([O:14][C:11]1[CH:12]=[CH:13][C:8]([N+:5]([O-:7])=[O:6])=[CH:9][CH:10]=1)[CH:2]=[CH2:3]. The yield is 0.980.